From a dataset of Forward reaction prediction with 1.9M reactions from USPTO patents (1976-2016). Predict the product of the given reaction. (1) Given the reactants [C:1]12([NH2:11])[CH2:10][CH:5]3[CH2:6][CH:7]([CH2:9][CH:3]([CH2:4]3)[CH2:2]1)[CH2:8]2.[S:12]1[C:19]2[CH:18]=[C:17]([C:20](O)=O)[NH:16][C:15]=2[CH:14]=[CH:13]1, predict the reaction product. The product is: [C:1]12([NH:11][CH2:20][C:17]3[NH:16][C:15]4[CH:14]=[CH:13][S:12][C:19]=4[CH:18]=3)[CH2:8][CH:7]3[CH2:6][CH:5]([CH2:4][CH:3]([CH2:9]3)[CH2:2]1)[CH2:10]2. (2) The product is: [CH3:1][N:2]([CH3:22])[C:3]1[CH:8]=[CH:7][C:6]([C:9]([C:13]2[CH:18]=[CH:17][C:16]([N:19]([CH3:21])[CH3:20])=[CH:15][CH:14]=2)=[C:10]([P:27]([C:32]([CH3:35])([CH3:34])[CH3:33])[C:28]([CH3:31])([CH3:30])[CH3:29])[CH3:11])=[CH:5][CH:4]=1. Given the reactants [CH3:1][N:2]([CH3:22])[C:3]1[CH:8]=[CH:7][C:6]([C:9]([C:13]2[CH:18]=[CH:17][C:16]([N:19]([CH3:21])[CH3:20])=[CH:15][CH:14]=2)=[C:10](Br)[CH3:11])=[CH:5][CH:4]=1.[Mg].II.Cl[P:27]([C:32]([CH3:35])([CH3:34])[CH3:33])[C:28]([CH3:31])([CH3:30])[CH3:29], predict the reaction product. (3) Given the reactants [Br:1][C:2]1[CH:7]=[CH:6][N:5]=[C:4]2[NH:8][CH:9]=[C:10]([N+:11]([O-])=O)[C:3]=12.O.O.[Sn](Cl)Cl.[OH-].[Na+], predict the reaction product. The product is: [Br:1][C:2]1[CH:7]=[CH:6][N:5]=[C:4]2[NH:8][CH:9]=[C:10]([NH2:11])[C:3]=12. (4) Given the reactants C1CCN2C(=NCCC2)CC1.Br[CH2:13][C:14]([C:16]1[CH:21]=[CH:20][CH:19]=[CH:18][CH:17]=1)=[O:15].C1(C)C=CC(S([NH:31][NH:32]S(C2C=CC(C)=CC=2)(=O)=O)(=O)=O)=CC=1, predict the reaction product. The product is: [N+:31](=[CH:13][C:14]([C:16]1[CH:21]=[CH:20][CH:19]=[CH:18][CH:17]=1)=[O:15])=[N-:32]. (5) Given the reactants [OH:1][C@@H:2]([CH3:26])[C@H:3]([N:16]1[CH:20]=[C:19]([C:21](OCC)=[O:22])[N:18]=[CH:17]1)[CH2:4][O:5][C:6]1[CH:15]=[CH:14][C:13]2[C:8](=[CH:9][CH:10]=[CH:11][CH:12]=2)[CH:7]=1.[OH-].[NH4+:28].CO[CH2:31][CH2:32]OC, predict the reaction product. The product is: [CH2:31]([C:17]1[N:16]([C@H:3]([CH2:4][O:5][C:6]2[CH:15]=[CH:14][C:13]3[C:8](=[CH:9][CH:10]=[CH:11][CH:12]=3)[CH:7]=2)[C@@H:2]([OH:1])[CH3:26])[CH:20]=[C:19]([C:21]([NH2:28])=[O:22])[N:18]=1)[CH3:32]. (6) Given the reactants CN1CC[N:5]([CH:8]([C:19]2[CH:24]=[CH:23][CH:22]=[CH:21][CH:20]=2)[C:9]([O:11]CC2C=CC=CC=2)=[O:10])[CH2:4]C1.[H][H].C1(C[C:34](O)=[O:35])C=CC=CC=1.C[OH:38], predict the reaction product. The product is: [CH3:34][O:35][C:4]([NH:5][C@H:8]([C:19]1[CH:24]=[CH:23][CH:22]=[CH:21][CH:20]=1)[C:9]([OH:11])=[O:10])=[O:38]. (7) Given the reactants [N:1]1[CH:2]=[CH:3][N:4]2[CH:9]=[C:8](B(O)O)[CH:7]=[CH:6][C:5]=12.FC(F)(F)S(O[C:19]1[CH:28]=[CH:27][CH:26]=[C:25]2[C:20]=1[CH2:21][C@H:22]([N:29]([CH2:37][C:38]1[CH:43]=[CH:42][CH:41]=[CH:40][CH:39]=1)[CH2:30][C:31]1[CH:36]=[CH:35][CH:34]=[CH:33][CH:32]=1)[CH2:23][O:24]2)(=O)=O.C(=O)([O-])[O-].[K+].[K+], predict the reaction product. The product is: [CH2:37]([N:29]([CH2:30][C:31]1[CH:36]=[CH:35][CH:34]=[CH:33][CH:32]=1)[C@H:22]1[CH2:21][C:20]2[C:25](=[CH:26][CH:27]=[CH:28][C:19]=2[C:8]2[CH:7]=[CH:6][C:5]3[N:4]([CH:3]=[CH:2][N:1]=3)[CH:9]=2)[O:24][CH2:23]1)[C:38]1[CH:39]=[CH:40][CH:41]=[CH:42][CH:43]=1.